This data is from Full USPTO retrosynthesis dataset with 1.9M reactions from patents (1976-2016). The task is: Predict the reactants needed to synthesize the given product. (1) Given the product [NH2:1][C:2]1[CH:7]=[CH:6][C:5]([CH:8]2[CH2:9][CH2:10][N:11]([C:14]([O:16][C:17]([CH3:18])([CH3:19])[CH3:20])=[O:15])[CH2:12][CH2:13]2)=[CH:4][C:3]=1[O:21][CH2:22][CH3:23], predict the reactants needed to synthesize it. The reactants are: [NH2:1][C:2]1[CH:7]=[CH:6][C:5]([C:8]2[CH2:13][CH2:12][N:11]([C:14]([O:16][C:17]([CH3:20])([CH3:19])[CH3:18])=[O:15])[CH2:10][CH:9]=2)=[CH:4][C:3]=1[O:21][CH2:22][CH3:23]. (2) Given the product [NH2:29][C@@H:28]1[C@H:24]([NH:23][C:18]2[N:17]=[CH:16][C:15]3[C:20](=[CH:21][CH:22]=[C:13]([C:3]4[C:2]([Cl:1])=[C:7]([O:8][CH3:9])[CH:6]=[C:5]([O:10][CH3:11])[C:4]=4[Cl:12])[CH:14]=3)[N:19]=2)[CH2:25][N:26]([C:39]([O:41][C:42]([CH3:45])([CH3:44])[CH3:43])=[O:40])[CH2:27]1, predict the reactants needed to synthesize it. The reactants are: [Cl:1][C:2]1[C:7]([O:8][CH3:9])=[CH:6][C:5]([O:10][CH3:11])=[C:4]([Cl:12])[C:3]=1[C:13]1[CH:14]=[C:15]2[C:20](=[CH:21][CH:22]=1)[N:19]=[C:18]([NH:23][C@H:24]1[C@@H:28]([NH:29]C(OCC[Si](C)(C)C)=O)[CH2:27][N:26]([C:39]([O:41][C:42]([CH3:45])([CH3:44])[CH3:43])=[O:40])[CH2:25]1)[N:17]=[CH:16]2.CCCC[N+](CCCC)(CCCC)CCCC.[F-]. (3) The reactants are: [CH2:1]([NH:5][S:6]([C:9]1[CH:14]=[CH:13][C:12]([O:15][CH3:16])=[CH:11][CH:10]=1)(=[O:8])=[O:7])[CH:2]([CH3:4])[CH3:3].[H-].[Na+].[Cl:19][C:20]1[CH:27]=[CH:26][C:23]([CH2:24]Br)=[CH:22][CH:21]=1.O. Given the product [Cl:19][C:20]1[CH:27]=[CH:26][C:23]([CH2:24][N:5]([CH2:1][CH:2]([CH3:4])[CH3:3])[S:6]([C:9]2[CH:10]=[CH:11][C:12]([O:15][CH3:16])=[CH:13][CH:14]=2)(=[O:8])=[O:7])=[CH:22][CH:21]=1, predict the reactants needed to synthesize it. (4) Given the product [NH2:8][C:9]1[CH:10]=[C:11]([C:17]2[CH:18]=[CH:19][C:20](/[CH:23]=[CH:24]/[C:25]3[N:26]([CH2:38][C:39]4[CH:40]=[CH:41][C:42]([C:43]([OH:45])=[O:44])=[CH:46][CH:47]=4)[CH:27]=[C:28]([C:30]4[CH:35]=[CH:34][C:33]([Cl:36])=[CH:32][C:31]=4[Cl:37])[N:29]=3)=[CH:21][CH:22]=2)[CH:12]=[CH:13][C:14]=1[O:15][CH3:16], predict the reactants needed to synthesize it. The reactants are: C(OC([NH:8][C:9]1[CH:10]=[C:11]([C:17]2[CH:22]=[CH:21][C:20](/[CH:23]=[CH:24]/[C:25]3[N:26]([CH2:38][C:39]4[CH:47]=[CH:46][C:42]([C:43]([OH:45])=[O:44])=[CH:41][CH:40]=4)[CH:27]=[C:28]([C:30]4[CH:35]=[CH:34][C:33]([Cl:36])=[CH:32][C:31]=4[Cl:37])[N:29]=3)=[CH:19][CH:18]=2)[CH:12]=[CH:13][C:14]=1[O:15][CH3:16])=O)(C)(C)C.Cl. (5) Given the product [CH3:1][N:2]1[CH:6]=[C:5]([S:7](=[O:15])(=[O:16])[NH:8][C@H:9]([CH3:14])[C:10]([F:11])([F:12])[F:13])[CH:4]=[C:3]1[C:17]([NH:21][C:22]1[CH:27]=[CH:26][CH:25]=[C:24]([C:28]([F:29])([F:30])[F:31])[CH:23]=1)=[O:19], predict the reactants needed to synthesize it. The reactants are: [CH3:1][N:2]1[CH:6]=[C:5]([S:7](=[O:16])(=[O:15])[NH:8][C@H:9]([CH3:14])[C:10]([F:13])([F:12])[F:11])[CH:4]=[C:3]1[C:17]([O:19]C)=O.[NH2:21][C:22]1[CH:23]=[C:24]([C:28]([F:31])([F:30])[F:29])[CH:25]=[CH:26][CH:27]=1.[Li+].C[Si]([N-][Si](C)(C)C)(C)C.[Cl-].[NH4+]. (6) Given the product [ClH:20].[ClH:24].[Cl:21][C:18]1[C:19]([Cl:20])=[C:14]([N:11]2[CH2:12][CH2:13][NH:8][CH2:9][CH2:10]2)[N:15]=[C:16]([NH:22][CH3:23])[N:17]=1, predict the reactants needed to synthesize it. The reactants are: C(OC([N:8]1[CH2:13][CH2:12][N:11]([C:14]2[C:19]([Cl:20])=[C:18]([Cl:21])[N:17]=[C:16]([NH:22][CH3:23])[N:15]=2)[CH2:10][CH2:9]1)=O)(C)(C)C.[ClH:24]. (7) The reactants are: BrC1C=CC2OC(C(N)=O)=C(NC(=O)C(Br)C(C)C)C=2C=1.[Br:22][C:23]1[CH:24]=[CH:25][C:26]2[O:30][C:29]([C:31]([NH2:33])=[O:32])=[C:28]([NH:34][C:35](=[O:45])[CH:36](Br)[C:37]3[CH:42]=[CH:41][CH:40]=[CH:39][C:38]=3[Cl:43])[C:27]=2[CH:46]=1.N1CCCC1.[CH3:52][N:53]1[CH2:58][CH2:57][NH:56][CH2:55][CH2:54]1.C(N(C(C)C)CC)(C)C. Given the product [Br:22][C:23]1[CH:24]=[CH:25][C:26]2[O:30][C:29]([C:31]([NH2:33])=[O:32])=[C:28]([NH:34][C:35](=[O:45])[CH:36]([C:37]3[CH:42]=[CH:41][CH:40]=[CH:39][C:38]=3[Cl:43])[N:56]3[CH2:57][CH2:58][N:53]([CH3:52])[CH2:54][CH2:55]3)[C:27]=2[CH:46]=1, predict the reactants needed to synthesize it.